From a dataset of Reaction yield outcomes from USPTO patents with 853,638 reactions. Predict the reaction yield, written as a fraction of the theoretical maximum amount of product (1.0 means a 100% yield; for example, 0.34 means a 34% yield). (1) The reactants are [CH3:1][O:2][C:3]1[CH:12]=[C:11]([O:13][CH3:14])[CH:10]=[C:9]2[C:4]=1[CH:5]=[C:6]([C:19]([OH:21])=[O:20])[CH:7]([C:15]([F:18])([F:17])[F:16])[O:8]2.[Cl:22]Cl. The catalyst is C(O)(=O)C.[Zn]. The product is [Cl:22][C:12]1[C:3]([O:2][CH3:1])=[C:4]2[C:9](=[CH:10][C:11]=1[O:13][CH3:14])[O:8][CH:7]([C:15]([F:16])([F:17])[F:18])[C:6]([C:19]([OH:21])=[O:20])=[CH:5]2. The yield is 0.172. (2) The reactants are [NH2:1][C@@H:2]([CH2:23][C:24]1[CH:29]=[CH:28][CH:27]=[CH:26][CH:25]=1)[C@H:3]([OH:22])[CH2:4][N:5](OC(CC)C)[S:6]([C:9]1[CH:14]=[CH:13][C:12]([O:15][CH3:16])=[CH:11][CH:10]=1)(=[O:8])=[O:7].Cl.[NH2:31][C:32](=[O:51])[CH2:33][C@H:34]([NH:38][C:39]([C:41]1[CH:50]=[CH:49][C:48]2[C:43](=[CH:44][CH:45]=[CH:46][CH:47]=2)[N:42]=1)=[O:40])[C:35]([OH:37])=O.[OH2:52].ON1[C:58]2[CH:59]=[CH:60]C=C[C:57]=2N=N1.Cl.CN(C)CCCN=C=NCC.C(N(C(C)C)CC)(C)C. The catalyst is CN(C)C=O. The product is [CH2:23]([C@H:2]([NH:1][C:35](=[O:37])[C@@H:34]([NH:38][C:39]([C:41]1[CH:50]=[CH:49][C:48]2[C:43](=[CH:44][CH:45]=[CH:46][CH:47]=2)[N:42]=1)=[O:40])[CH2:33][C:32]([NH2:31])=[O:51])[C@@H:3]([OH:22])[CH:4]([NH:5][S:6]([C:9]1[CH:10]=[CH:11][C:12]([O:15][CH3:16])=[CH:13][CH:14]=1)(=[O:8])=[O:7])[O:52][CH:58]([CH2:59][CH3:60])[CH3:57])[C:24]1[CH:25]=[CH:26][CH:27]=[CH:28][CH:29]=1. The yield is 0.250. (3) The reactants are [Cl:1][C:2]1[CH:3]=[C:4](C)[C:5](C#N)=[N:6][CH:7]=1.[OH-:11].[Na+].[CH3:13][CH2:14][OH:15]. No catalyst specified. The product is [Cl:1][C:2]1[CH:3]=[C:4]([CH3:5])[C:13]([C:14]([OH:11])=[O:15])=[N:6][CH:7]=1. The yield is 0.890.